This data is from Forward reaction prediction with 1.9M reactions from USPTO patents (1976-2016). The task is: Predict the product of the given reaction. (1) The product is: [N:1]1([CH2:8][CH2:9][CH2:10][CH2:11][CH2:12][C@H:13]2[CH2:30][C@@:28]3([CH3:29])[C@@H:24]([CH2:25][CH2:26][C@@H:27]3[OH:31])[C@@:23]3([CH:32]=[CH2:33])[C@H:14]2[C:15]2[CH:16]=[CH:17][C:18]([OH:34])=[CH:19][C:20]=2[CH2:21][CH2:22]3)[CH2:6][CH2:5][CH2:4][CH2:3][CH2:2]1. Given the reactants [NH:1]1[CH2:6][CH2:5][CH2:4][CH2:3][CH2:2]1.Br[CH2:8][CH2:9][CH2:10][CH2:11][CH2:12][C@H:13]1[CH2:30][C@@:28]2([CH3:29])[C@@H:24]([CH2:25][CH2:26][C@@H:27]2[OH:31])[C@@:23]2([CH:32]=[CH2:33])[C@H:14]1[C:15]1[CH:16]=[CH:17][C:18]([OH:34])=[CH:19][C:20]=1[CH2:21][CH2:22]2, predict the reaction product. (2) Given the reactants Cl.C(N=C=NCCCN(C)C)C.C(N(CC)CC)C.[CH3:20][O:21][C:22]1[CH:23]=[C:24]([CH:28]=[C:29]([O:33][CH3:34])[C:30]=1[O:31][CH3:32])[C:25]([OH:27])=O.ON1C2C=CC=CC=2N=N1.[CH3:45][C:46](=[CH:57][C:58]1[CH:63]=[CH:62][CH:61]=[CH:60][CH:59]=1)[CH2:47][NH:48][CH2:49][CH2:50][CH:51]1[CH2:55][CH2:54][CH2:53][N:52]1[CH3:56], predict the reaction product. The product is: [CH3:34][O:33][C:29]1[CH:28]=[C:24]([CH:23]=[C:22]([O:21][CH3:20])[C:30]=1[O:31][CH3:32])[C:25]([N:48]([CH2:47][C:46]([CH3:45])=[CH:57][C:58]1[CH:59]=[CH:60][CH:61]=[CH:62][CH:63]=1)[CH2:49][CH2:50][CH:51]1[CH2:55][CH2:54][CH2:53][N:52]1[CH3:56])=[O:27]. (3) Given the reactants [Br:1][C:2]1(Br)[CH2:4][C:3]1([CH3:11])[C:5]1[CH:10]=[CH:9][CH:8]=[CH:7][CH:6]=1.C(O)(=O)C, predict the reaction product. The product is: [Br:1][CH:2]1[CH2:4][C:3]1([CH3:11])[C:5]1[CH:10]=[CH:9][CH:8]=[CH:7][CH:6]=1. (4) Given the reactants [NH2:1][C:2]1[CH:3]=[C:4]([CH:8]=[CH:9][C:10]=1[O:11][C:12](F)(F)F)[C:5]([NH2:7])=[O:6].N(C1C=C(C=CC=1OC(F)(F)F)C(N)=O)=[C:17]=S, predict the reaction product. The product is: [NH2:1][C:2]1[C:10]([O:11][CH3:12])=[CH:9][C:8]([CH3:17])=[C:4]([CH:3]=1)[C:5]([NH2:7])=[O:6].